Dataset: M1 muscarinic receptor antagonist screen with 61,756 compounds. Task: Binary Classification. Given a drug SMILES string, predict its activity (active/inactive) in a high-throughput screening assay against a specified biological target. (1) The molecule is s1c2n(nc1c1ncccc1)c(nn2)c1cc(OC)ccc1. The result is 0 (inactive). (2) The drug is S(=O)(=O)(N(CCC(O)=O)CCC(O)=O)c1ccccc1. The result is 0 (inactive). (3) The compound is S(=O)(=O)(c1c(OC(=O)C2CCCC2)n(nc1C)C(C)(C)C)c1ccccc1. The result is 0 (inactive). (4) The drug is S1C(N(CCN2CCOCC2)C(=O)C1)c1c(nn(c1)c1ccccc1)c1cc2OCCOc2cc1. The result is 0 (inactive). (5) The drug is S(CC(=O)c1ccc(cc1)C)c1oc(nn1)COc1c2ncccc2ccc1. The result is 0 (inactive).